Dataset: Peptide-MHC class I binding affinity with 185,985 pairs from IEDB/IMGT. Task: Regression. Given a peptide amino acid sequence and an MHC pseudo amino acid sequence, predict their binding affinity value. This is MHC class I binding data. (1) The peptide sequence is FAEGVVAFL. The MHC is HLA-A02:19 with pseudo-sequence HLA-A02:19. The binding affinity (normalized) is 0.0847. (2) The peptide sequence is KGPPAALTL. The MHC is BoLA-AW10 with pseudo-sequence BoLA-AW10. The binding affinity (normalized) is 0.473. (3) The peptide sequence is GMSLLEYGV. The MHC is HLA-A02:01 with pseudo-sequence HLA-A02:01. The binding affinity (normalized) is 0.876. (4) The peptide sequence is YCPGTTVTL. The MHC is HLA-A02:06 with pseudo-sequence HLA-A02:06. The binding affinity (normalized) is 0.0847. (5) The peptide sequence is RTSKAPLER. The MHC is HLA-A11:01 with pseudo-sequence HLA-A11:01. The binding affinity (normalized) is 0.168. (6) The peptide sequence is ISQGAGWSL. The MHC is HLA-B57:01 with pseudo-sequence HLA-B57:01. The binding affinity (normalized) is 0.431. (7) The peptide sequence is FTLVASVTI. The MHC is HLA-A02:03 with pseudo-sequence HLA-A02:03. The binding affinity (normalized) is 0.321. (8) The peptide sequence is SQSDTVFDH. The MHC is HLA-A23:01 with pseudo-sequence HLA-A23:01. The binding affinity (normalized) is 0.0109.